Dataset: Merck oncology drug combination screen with 23,052 pairs across 39 cell lines. Task: Regression. Given two drug SMILES strings and cell line genomic features, predict the synergy score measuring deviation from expected non-interaction effect. (1) Drug 1: NC(=O)c1cccc2cn(-c3ccc(C4CCCNC4)cc3)nc12. Drug 2: CNC(=O)c1cc(Oc2ccc(NC(=O)Nc3ccc(Cl)c(C(F)(F)F)c3)cc2)ccn1. Cell line: RKO. Synergy scores: synergy=1.91. (2) Drug 1: COC1CC2CCC(C)C(O)(O2)C(=O)C(=O)N2CCCCC2C(=O)OC(C(C)CC2CCC(OP(C)(C)=O)C(OC)C2)CC(=O)C(C)C=C(C)C(O)C(OC)C(=O)C(C)CC(C)C=CC=CC=C1C. Drug 2: CCC1(O)C(=O)OCc2c1cc1n(c2=O)Cc2cc3c(CN(C)C)c(O)ccc3nc2-1. Cell line: VCAP. Synergy scores: synergy=27.4. (3) Drug 1: COc1cc(C2c3cc4c(cc3C(OC3OC5COC(C)OC5C(O)C3O)C3COC(=O)C23)OCO4)cc(OC)c1O. Drug 2: Cn1c(=O)n(-c2ccc(C(C)(C)C#N)cc2)c2c3cc(-c4cnc5ccccc5c4)ccc3ncc21. Cell line: LOVO. Synergy scores: synergy=8.53. (4) Drug 1: O=c1[nH]cc(F)c(=O)[nH]1. Drug 2: COC1CC2CCC(C)C(O)(O2)C(=O)C(=O)N2CCCCC2C(=O)OC(C(C)CC2CCC(OP(C)(C)=O)C(OC)C2)CC(=O)C(C)C=C(C)C(O)C(OC)C(=O)C(C)CC(C)C=CC=CC=C1C. Cell line: LOVO. Synergy scores: synergy=6.88. (5) Drug 1: CC1CC2C3CCC4=CC(=O)C=CC4(C)C3(F)C(O)CC2(C)C1(O)C(=O)CO. Drug 2: C=CCn1c(=O)c2cnc(Nc3ccc(N4CCN(C)CC4)cc3)nc2n1-c1cccc(C(C)(C)O)n1. Cell line: HT144. Synergy scores: synergy=3.84.